From a dataset of Forward reaction prediction with 1.9M reactions from USPTO patents (1976-2016). Predict the product of the given reaction. (1) Given the reactants [F:1][C:2]([F:16])([CH2:12][CH2:13][CH2:14][CH3:15])[C:3](=[O:11])[CH2:4]P(=O)(OC)OC.O.[OH-].[Li+].[C:20]([O:23][C@@H:24]1[C@H:28]([CH2:29][CH2:30][CH2:31][CH2:32][CH2:33][CH2:34][C:35]([O:37][CH3:38])=[O:36])[C@@H:27]([CH:39]=O)[C@H:26]([O:41][CH:42]2[CH2:47][CH2:46][CH2:45][CH2:44][O:43]2)[CH2:25]1)(=[O:22])[CH3:21].O, predict the reaction product. The product is: [C:20]([O:23][C@@H:24]1[C@H:28]([CH2:29][CH2:30][CH2:31][CH2:32][CH2:33][CH2:34][C:35]([O:37][CH3:38])=[O:36])[C@@H:27](/[CH:39]=[CH:4]/[C:3](=[O:11])[C:2]([F:1])([F:16])[CH2:12][CH2:13][CH2:14][CH3:15])[C@H:26]([O:41][CH:42]2[CH2:47][CH2:46][CH2:45][CH2:44][O:43]2)[CH2:25]1)(=[O:22])[CH3:21]. (2) Given the reactants [F:1][C:2]([CH3:29])([CH3:28])[CH2:3][N:4]1[CH2:9][CH2:8][CH:7]([CH2:10][O:11][C:12]2[N:17]=[CH:16][C:15]([C:18]3[CH:27]=[CH:26][C:21]([C:22]([O:24]C)=[O:23])=[CH:20][CH:19]=3)=[CH:14][CH:13]=2)[CH2:6][CH2:5]1.CO.O.[Li+].[OH-], predict the reaction product. The product is: [F:1][C:2]([CH3:29])([CH3:28])[CH2:3][N:4]1[CH2:9][CH2:8][CH:7]([CH2:10][O:11][C:12]2[N:17]=[CH:16][C:15]([C:18]3[CH:19]=[CH:20][C:21]([C:22]([OH:24])=[O:23])=[CH:26][CH:27]=3)=[CH:14][CH:13]=2)[CH2:6][CH2:5]1. (3) Given the reactants [Cl:1][C:2]1[CH:3]=[C:4]2[C:8](=[CH:9][CH:10]=1)[NH:7][C:6](=[O:11])[C:5]2=[C:12]1[C:20]2[C:15](=[CH:16][C:17]([NH:21]C(C3C=CC=CC=3)(C3C=CC=CC=3)C3C=CC=CC=3)=[CH:18][CH:19]=2)[CH2:14][O:13]1.Cl.CO.CO, predict the reaction product. The product is: [NH2:21][C:17]1[CH:16]=[C:15]2[C:20](=[CH:19][CH:18]=1)[C:12](=[C:5]1[C:4]3[C:8](=[CH:9][CH:10]=[C:2]([Cl:1])[CH:3]=3)[NH:7][C:6]1=[O:11])[O:13][CH2:14]2. (4) Given the reactants [CH2:1]([N:8]([CH2:16][CH3:17])[C:9]1[N:10]=[N:11][C:12](I)=[CH:13][CH:14]=1)[C:2]1[CH:7]=[CH:6][CH:5]=[CH:4][CH:3]=1.[CH3:18][S:19]([NH:22][C:23]1[CH:24]=[C:25](B(O)O)[CH:26]=[CH:27][CH:28]=1)(=[O:21])=[O:20].C(=O)([O-])[O-].[Na+].[Na+], predict the reaction product. The product is: [CH2:1]([N:8]([CH2:16][CH3:17])[C:9]1[N:10]=[N:11][C:12]([C:27]2[CH:28]=[C:23]([NH:22][S:19]([CH3:18])(=[O:20])=[O:21])[CH:24]=[CH:25][CH:26]=2)=[CH:13][CH:14]=1)[C:2]1[CH:7]=[CH:6][CH:5]=[CH:4][CH:3]=1. (5) Given the reactants Br[C:2]1[CH:6]=[CH:5][N:4]([Si:7]([CH:14]([CH3:16])[CH3:15])([CH:11]([CH3:13])[CH3:12])[CH:8]([CH3:10])[CH3:9])[CH:3]=1.C([Li])(C)(C)C.[CH2:22]([O:29][C:30]([N:32]1[CH2:37][CH2:36][C:35](=[O:38])[CH2:34][CH2:33]1)=[O:31])[C:23]1[CH:28]=[CH:27][CH:26]=[CH:25][CH:24]=1, predict the reaction product. The product is: [CH2:22]([O:29][C:30]([N:32]1[CH2:37][CH2:36][C:35]([OH:38])([C:2]2[CH:6]=[CH:5][N:4]([Si:7]([CH:14]([CH3:16])[CH3:15])([CH:11]([CH3:13])[CH3:12])[CH:8]([CH3:10])[CH3:9])[CH:3]=2)[CH2:34][CH2:33]1)=[O:31])[C:23]1[CH:28]=[CH:27][CH:26]=[CH:25][CH:24]=1. (6) Given the reactants Cl[C:2]1[N:7]=[CH:6][N:5]=[C:4]([NH:8][S:9]([CH2:12][CH2:13][CH3:14])(=[O:11])=[O:10])[C:3]=1[C:15]1[CH:20]=[CH:19][C:18]([CH3:21])=[CH:17][CH:16]=1.CC(C)([O-])C.[K+].[CH2:28]([OH:31])[CH2:29][OH:30], predict the reaction product. The product is: [OH:30][CH2:29][CH2:28][O:31][C:2]1[N:7]=[CH:6][N:5]=[C:4]([NH:8][S:9]([CH2:12][CH2:13][CH3:14])(=[O:11])=[O:10])[C:3]=1[C:15]1[CH:20]=[CH:19][C:18]([CH3:21])=[CH:17][CH:16]=1.